From a dataset of Forward reaction prediction with 1.9M reactions from USPTO patents (1976-2016). Predict the product of the given reaction. Given the reactants [C:1]([O:5][C:6]1[N:11]=[C:10]([O:12][C:13]([CH3:16])([CH3:15])[CH3:14])[C:9](OB(O)O)=[CH:8][N:7]=1)([CH3:4])([CH3:3])[CH3:2].C(=O)([O-])O.[Na+].[C:26]([O:30][C:31](=[O:61])[CH2:32][N:33]([S:50]([C:53]1[CH:58]=[C:57]([Cl:59])[CH:56]=[C:55]([Cl:60])[CH:54]=1)(=[O:52])=[O:51])[C:34]1[CH:35]=[C:36]2[C:40](=[CH:41][CH:42]=1)[N:39]([C:43]1[CH:48]=[C:47](I)[N:46]=[CH:45][N:44]=1)[CH:38]=[CH:37]2)([CH3:29])([CH3:28])[CH3:27], predict the reaction product. The product is: [C:26]([O:30][C:31](=[O:61])[CH2:32][N:33]([C:34]1[CH:35]=[C:36]2[C:40](=[CH:41][CH:42]=1)[N:39]([C:43]1[N:44]=[CH:45][N:46]=[C:47]([C:9]3[C:10]([O:12][C:13]([CH3:16])([CH3:15])[CH3:14])=[N:11][C:6]([O:5][C:1]([CH3:4])([CH3:3])[CH3:2])=[N:7][CH:8]=3)[CH:48]=1)[CH:38]=[CH:37]2)[S:50]([C:53]1[CH:58]=[C:57]([Cl:59])[CH:56]=[C:55]([Cl:60])[CH:54]=1)(=[O:51])=[O:52])([CH3:29])([CH3:27])[CH3:28].